From a dataset of Experimentally validated miRNA-target interactions with 360,000+ pairs, plus equal number of negative samples. Binary Classification. Given a miRNA mature sequence and a target amino acid sequence, predict their likelihood of interaction. The miRNA is hsa-miR-376a-5p with sequence GUAGAUUCUCCUUCUAUGAGUA. The protein sequence of the target gene is MALVRALVCCLLTAWHCRSGLGLPVAPAGGRNPPPAIGQFWHVTDLHLDPTYHITDDHTKVCASSKGANASNPGPFGDVLCDSPYQLILSAFDFIKNSGQEASFMIWTGDSPPHVPVPELSTDTVINVITNMTTTIQSLFPNLQVFPALGNHDYWPQDQLPVVTSKVYNAVANLWKPWLDEEAISTLRKGGFYSQKVTTNPNLRIISLNTNLYYGPNIMTLNKTDPANQFEWLESTLNNSQQNKEKVYIIAHVPVGYLPSSQNITAMREYYNEKLIDIFQKYSDVIAGQFYGHTHRDSIM.... Result: 1 (interaction).